This data is from Full USPTO retrosynthesis dataset with 1.9M reactions from patents (1976-2016). The task is: Predict the reactants needed to synthesize the given product. (1) Given the product [CH3:32][N:31]([S:28]([N:6]([CH2:5][C:4]([OH:34])=[O:3])[CH2:7][C:8]1[CH:13]=[CH:12][CH:11]=[C:10]([O:14][CH2:15][CH2:16][C:17]2[N:18]=[C:19]([C:22]3[CH:27]=[CH:26][CH:25]=[CH:24][CH:23]=3)[O:20][CH:21]=2)[CH:9]=1)(=[O:29])=[O:30])[CH3:33], predict the reactants needed to synthesize it. The reactants are: C([O:3][C:4](=[O:34])[CH2:5][N:6]([S:28]([N:31]([CH3:33])[CH3:32])(=[O:30])=[O:29])[CH2:7][C:8]1[CH:13]=[CH:12][CH:11]=[C:10]([O:14][CH2:15][CH2:16][C:17]2[N:18]=[C:19]([C:22]3[CH:27]=[CH:26][CH:25]=[CH:24][CH:23]=3)[O:20][CH:21]=2)[CH:9]=1)C.O.[OH-].[Li+]. (2) Given the product [C:1]([Si:5]([CH3:15])([CH3:14])[O:6][CH:7]1[CH2:12][CH2:11][C:10](=[N:22][S:20]([C:17]([CH3:19])([CH3:18])[CH3:16])=[O:21])[CH2:9][CH2:8]1)([CH3:4])([CH3:3])[CH3:2], predict the reactants needed to synthesize it. The reactants are: [C:1]([Si:5]([CH3:15])([CH3:14])[O:6][CH:7]1[CH2:12][CH2:11][C:10](=O)[CH2:9][CH2:8]1)([CH3:4])([CH3:3])[CH3:2].[CH3:16][C:17]([S:20]([NH2:22])=[O:21])([CH3:19])[CH3:18].C([O-])(O)=O.[Na+]. (3) Given the product [Br:10][CH2:2][C:3]1([CH3:9])[CH2:7][O:6][C:5](=[O:8])[NH:4]1, predict the reactants needed to synthesize it. The reactants are: Cl[CH2:2][C:3]1([CH3:9])[CH2:7][O:6][C:5](=[O:8])[NH:4]1.[Br-:10].[Na+]. (4) Given the product [CH3:1][O:2][C:3](=[O:24])[CH2:4][CH2:5][N:6]([C:13](=[O:23])[C:14]1[CH:19]=[CH:18][C:17]([NH:20][CH3:21])=[C:16]([NH:22][C:35](=[O:36])[CH2:34][NH:33][C:30]2[CH:31]=[CH:32][C:27]([C:25]#[N:26])=[CH:28][CH:29]=2)[CH:15]=1)[C:7]1[CH:8]=[CH:9][CH:10]=[CH:11][CH:12]=1, predict the reactants needed to synthesize it. The reactants are: [CH3:1][O:2][C:3](=[O:24])[CH2:4][CH2:5][N:6]([C:13](=[O:23])[C:14]1[CH:19]=[CH:18][C:17]([NH:20][CH3:21])=[C:16]([NH2:22])[CH:15]=1)[C:7]1[CH:12]=[CH:11][CH:10]=[CH:9][CH:8]=1.[C:25]([C:27]1[CH:32]=[CH:31][C:30]([NH:33][CH2:34][C:35](O)=[O:36])=[CH:29][CH:28]=1)#[N:26].C1N=CN(C(N2C=NC=C2)=O)C=1. (5) Given the product [C:14]([OH:23])(=[O:36])[CH3:13].[CH3:21][C:17]1([CH3:22])[CH2:16][NH:15][C:14](=[O:23])[C:13]2[S:12][C:11]([N:7]3[C:6]4[CH:24]=[C:2]([NH:1][C:30]5[N:29]=[N:28][C:27]([CH3:26])=[CH:32][CH:31]=5)[CH:3]=[CH:4][C:5]=4[O:10][CH2:9][CH2:8]3)=[N:20][C:19]=2[CH2:18]1, predict the reactants needed to synthesize it. The reactants are: [NH2:1][C:2]1[CH:3]=[CH:4][C:5]2[O:10][CH2:9][CH2:8][N:7]([C:11]3[S:12][C:13]4[C:14](=[O:23])[NH:15][CH2:16][C:17]([CH3:22])([CH3:21])[CH2:18][C:19]=4[N:20]=3)[C:6]=2[CH:24]=1.Cl[CH2:26][C:27]1[N:28]=[N:29][CH:30]=[CH:31][CH:32]=1.CC(C)([O-:36])C.[Na+].